Dataset: Reaction yield outcomes from USPTO patents with 853,638 reactions. Task: Predict the reaction yield, written as a fraction of the theoretical maximum amount of product (1.0 means a 100% yield; for example, 0.34 means a 34% yield). (1) The reactants are [C:1]([O:5][C:6]([N:8]1[CH2:13][CH2:12][CH:11]([OH:14])[CH2:10][CH2:9]1)=[O:7])([CH3:4])([CH3:3])[CH3:2].[Br:15][C:16]1[CH:17]=[C:18]([N+:23]([O-:25])=[O:24])[CH:19]=[CH:20][C:21]=1O.BrC1C=C([N+]([O-])=O)C=CC=1.C1(P(C2C=CC=CC=2)C2C=CC=CC=2)C=CC=CC=1.N(C(OCC)=O)=NC(OCC)=O. The yield is 0.910. The product is [Br:15][C:16]1[CH:17]=[C:18]([N+:23]([O-:25])=[O:24])[CH:19]=[CH:20][C:21]=1[O:14][CH:11]1[CH2:12][CH2:13][N:8]([C:6]([O:5][C:1]([CH3:4])([CH3:2])[CH3:3])=[O:7])[CH2:9][CH2:10]1. The catalyst is ClCCl. (2) The reactants are [C:1](=[O:13])([O:6][CH:7]1[CH2:12][CH2:11][CH2:10][CH2:9][CH2:8]1)[O:2][CH:3](Cl)[CH3:4].CCCCCCC.CC(OC)(C)C.[C:27]([O:31][C:32]([NH:34][C@H:35]([CH2:40][C:41]1[CH:46]=[CH:45][C:44]([C:47]2[CH:52]=[C:51]([Cl:53])[CH:50]=[CH:49][C:48]=2[F:54])=[CH:43][CH:42]=1)[CH2:36][C:37]([OH:39])=[O:38])=[O:33])([CH3:30])([CH3:29])[CH3:28].C(=O)([O-])[O-].[Cs+].[Cs+]. The catalyst is CN(C=O)C. The product is [C:27]([O:31][C:32]([NH:34][C@H:35]([CH2:40][C:41]1[CH:46]=[CH:45][C:44]([C:47]2[CH:52]=[C:51]([Cl:53])[CH:50]=[CH:49][C:48]=2[F:54])=[CH:43][CH:42]=1)[CH2:36][C:37]([O:39][CH:3]([O:2][C:1]([O:6][CH:7]1[CH2:12][CH2:11][CH2:10][CH2:9][CH2:8]1)=[O:13])[CH3:4])=[O:38])=[O:33])([CH3:30])([CH3:28])[CH3:29]. The yield is 0.970.